The task is: Predict the reaction yield, written as a fraction of the theoretical maximum amount of product (1.0 means a 100% yield; for example, 0.34 means a 34% yield).. This data is from Reaction yield outcomes from USPTO patents with 853,638 reactions. (1) The reactants are [CH3:1][C@H:2]1[C:8]2[CH:9]=[CH:10][C:11]([C:13]([O:15][CH2:16][CH3:17])=[O:14])=[CH:12][C:7]=2[O:6][CH2:5][CH2:4][NH:3]1.CN(C(ON1N=NC2C=CC=NC1=2)=[N+](C)C)C.F[P-](F)(F)(F)(F)F.CCN(C(C)C)C(C)C.[OH:51][CH2:52][C:53]1([C:57](O)=[O:58])[CH2:56][O:55][CH2:54]1. The catalyst is CN(C=O)C. The product is [OH:58][CH2:57][C:53]1([C:52]([N:3]2[C@@H:2]([CH3:1])[C:8]3[CH:9]=[CH:10][C:11]([C:13]([O:15][CH2:16][CH3:17])=[O:14])=[CH:12][C:7]=3[O:6][CH2:5][CH2:4]2)=[O:51])[CH2:56][O:55][CH2:54]1. The yield is 0.720. (2) The reactants are [OH:1][C:2]([C:5]1[CH:17]=[C:16]2[C:8]([C:9]3[C:10](B4OC(C)(C)C(C)(C)O4)=[CH:11][CH:12]=[C:13]([C:18]([NH2:20])=[O:19])[C:14]=3[NH:15]2)=[CH:7][CH:6]=1)([CH3:4])[CH3:3].Br[C:31]1[C:32]([CH3:51])=[C:33]([N:37]2[C:42](=[O:43])[CH:41]=[C:40]3[CH:44]=[C:45]([O:48][CH3:49])[CH:46]=[CH:47][N:39]3[C:38]2=[O:50])[CH:34]=[CH:35][CH:36]=1.C([O-])([O-])=O.[Cs+].[Cs+]. The catalyst is C1COCC1.O.C1C=CC(P(C2C=CC=CC=2)[C-]2C=CC=C2)=CC=1.C1C=CC(P(C2C=CC=CC=2)[C-]2C=CC=C2)=CC=1.Cl[Pd]Cl.[Fe+2].C(Cl)Cl. The product is [OH:1][C:2]([C:5]1[CH:17]=[C:16]2[C:8]([C:9]3[C:10]([C:31]4[CH:36]=[CH:35][CH:34]=[C:33]([N:37]5[C:42](=[O:43])[CH:41]=[C:40]6[CH:44]=[C:45]([O:48][CH3:49])[CH:46]=[CH:47][N:39]6[C:38]5=[O:50])[C:32]=4[CH3:51])=[CH:11][CH:12]=[C:13]([C:18]([NH2:20])=[O:19])[C:14]=3[NH:15]2)=[CH:7][CH:6]=1)([CH3:4])[CH3:3]. The yield is 0.280. (3) The reactants are Cl.[N:2]1[CH:7]=[CH:6][CH:5]=[CH:4][C:3]=1[N:8]([CH2:32][CH2:33][C:34]([O:36][CH3:37])=[O:35])[C:9]([C:11]1[CH:31]=[CH:30][C:14]2[N:15]([CH3:29])[C:16]([CH2:18][NH:19][C:20]3[CH:25]=[CH:24][C:23]([C:26](=[NH:28])[NH2:27])=[CH:22][CH:21]=3)=[N:17][C:13]=2[CH:12]=1)=[O:10].Cl[C:39]([O:41][CH2:42][CH2:43][CH2:44][CH2:45][CH3:46])=[O:40]. The catalyst is ClCCl.CO. The product is [N:2]1[CH:7]=[CH:6][CH:5]=[CH:4][C:3]=1[N:8]([CH2:32][CH2:33][C:34]([O:36][CH3:37])=[O:35])[C:9]([C:11]1[CH:31]=[CH:30][C:14]2[N:15]([CH3:29])[C:16]([CH2:18][NH:19][C:20]3[CH:25]=[CH:24][C:23]([C:26](=[NH:27])[NH:28][C:39]([O:41][CH2:42][CH2:43][CH2:44][CH2:45][CH3:46])=[O:40])=[CH:22][CH:21]=3)=[N:17][C:13]=2[CH:12]=1)=[O:10]. The yield is 0.660. (4) The reactants are N1([NH:7][C:8]([C:10]2[CH:40]=[CH:39][C:13]3[N:14]([CH:33]4[CH2:38][CH2:37][CH2:36][CH2:35][CH2:34]4)[C:15]([C:17]4[CH:18]=[C:19]5[C:24](=[CH:25][CH:26]=4)[N:23]=[C:22]([C:27]4[CH:32]=[CH:31][CH:30]=[CH:29][CH:28]=4)[CH:21]=[N:20]5)=[N:16][C:12]=3[CH:11]=2)=[O:9])CCOCC1.N[C:42]1[CH:51]=[C:50]2[C:45]([C:46]([CH3:53])=[CH:47][C:48](=[O:52])[O:49]2)=[CH:44][CH:43]=1. The yield is 0.270. No catalyst specified. The product is [CH3:53][C:46]1[C:45]2[C:50](=[CH:51][C:42]([NH:7][C:8]([C:10]3[CH:40]=[CH:39][C:13]4[N:14]([CH:33]5[CH2:34][CH2:35][CH2:36][CH2:37][CH2:38]5)[C:15]([C:17]5[CH:18]=[C:19]6[C:24](=[CH:25][CH:26]=5)[N:23]=[C:22]([C:27]5[CH:28]=[CH:29][CH:30]=[CH:31][CH:32]=5)[CH:21]=[N:20]6)=[N:16][C:12]=4[CH:11]=3)=[O:9])=[CH:43][CH:44]=2)[O:49][C:48](=[O:52])[CH:47]=1. (5) The product is [CH3:1][O:2][C:3](=[O:76])/[CH:4]=[CH:5]\[CH:6]=[CH:7]\[C@@H:8]([CH3:75])[C@@H:9]([O:67][Si:68]([C:71]([CH3:74])([CH3:73])[CH3:72])([CH3:69])[CH3:70])[CH2:10][C@H:11]([O:59][Si:60]([C:63]([CH3:66])([CH3:65])[CH3:64])([CH3:61])[CH3:62])/[CH:12]=[CH:13]\[C@H:14]([CH3:58])[C@H:15]([O:50][Si:51]([C:54]([CH3:55])([CH3:56])[CH3:57])([CH3:53])[CH3:52])[C@@H:16]([CH3:49])[CH2:17][CH2:18][CH2:19][CH2:20][C@@H:21]([O:41][Si:42]([C:45]([CH3:46])([CH3:47])[CH3:48])([CH3:43])[CH3:44])[C@H:22]([CH3:40])[C@@H:23]([OH:30])[C@@H:24]([CH3:29])/[CH:25]=[CH:26]\[CH:27]=[CH2:28]. The catalyst is CCOC(C)=O.CCCCCC. The yield is 0.820. The reactants are [CH3:1][O:2][C:3](=[O:76])/[CH:4]=[CH:5]\[CH:6]=[CH:7]\[C@@H:8]([CH3:75])[C@@H:9]([O:67][Si:68]([C:71]([CH3:74])([CH3:73])[CH3:72])([CH3:70])[CH3:69])[CH2:10][C@H:11]([O:59][Si:60]([C:63]([CH3:66])([CH3:65])[CH3:64])([CH3:62])[CH3:61])/[CH:12]=[CH:13]\[C@H:14]([CH3:58])[C@H:15]([O:50][Si:51]([C:54]([CH3:57])([CH3:56])[CH3:55])([CH3:53])[CH3:52])[C@@H:16]([CH3:49])[CH2:17][CH2:18][CH2:19][CH2:20][C@@H:21]([O:41][Si:42]([C:45]([CH3:48])([CH3:47])[CH3:46])([CH3:44])[CH3:43])[C@H:22]([CH3:40])[C@@H:23]([O:30]CC1C=CC(OC)=CC=1)[C@@H:24]([CH3:29])/[CH:25]=[CH:26]\[CH:27]=[CH2:28].C(C1C(=O)C(Cl)=C(Cl)C(=O)C=1C#N)#N. (6) The reactants are [F:1][C:2]([F:18])([F:17])[C:3]([C:9]1[CH:14]=[C:13]([CH3:15])[CH:12]=[CH:11][C:10]=1[I:16])([OH:8])[C:4]([F:7])([F:6])[F:5].[CH3:19][O:20][CH2:21]Cl. The catalyst is C(N(CC)C(C)C)(C)C. The product is [F:18][C:2]([F:1])([F:17])[C:3]([C:9]1[CH:14]=[C:13]([CH3:15])[CH:12]=[CH:11][C:10]=1[I:16])([O:8][CH2:19][O:20][CH3:21])[C:4]([F:7])([F:6])[F:5]. The yield is 0.950. (7) The reactants are C([O:3][C:4](=[O:38])[CH2:5][CH2:6][NH:7][C:8]([C:10]1[N:15]=[CH:14][C:13]([NH:16][CH:17]([C:22]2[CH:27]=[CH:26][C:25]([C:28]3[CH:33]=[CH:32][C:31]([C:34]([F:37])([F:36])[F:35])=[CH:30][CH:29]=3)=[CH:24][CH:23]=2)[CH2:18][CH:19]([CH3:21])[CH3:20])=[CH:12][N:11]=1)=[O:9])C.FC(F)(F)C1C=CC(C2N=CC(NC(C3C=CC(C(NCCC(O)=O)=O)=CC=3)CCC)=CN=2)=CC=1.[OH-].[Na+].Cl. The catalyst is O1CCCC1.CO. The product is [CH3:20][CH:19]([CH3:21])[CH2:18][CH:17]([NH:16][C:13]1[CH:12]=[N:11][C:10]([C:8]([NH:7][CH2:6][CH2:5][C:4]([OH:38])=[O:3])=[O:9])=[N:15][CH:14]=1)[C:22]1[CH:27]=[CH:26][C:25]([C:28]2[CH:29]=[CH:30][C:31]([C:34]([F:36])([F:35])[F:37])=[CH:32][CH:33]=2)=[CH:24][CH:23]=1. The yield is 0.780. (8) The reactants are [Br:1]N1C(=O)CCC1=O.[CH:9]1[C:14]2[NH:15][C:16]3[C:21]([C:13]=2[CH:12]=[C:11]([C:22]([O:24][CH2:25][CH3:26])=[O:23])[N:10]=1)=[CH:20][CH:19]=[CH:18][CH:17]=3. The catalyst is C(O)(=O)C. The product is [Br:1][C:19]1[CH:20]=[C:21]2[C:16](=[CH:17][CH:18]=1)[NH:15][C:14]1[CH:9]=[N:10][C:11]([C:22]([O:24][CH2:25][CH3:26])=[O:23])=[CH:12][C:13]2=1. The yield is 0.980. (9) The reactants are [NH2:1][C:2]1[N:3]=[C:4]([NH:11][C:12](=[O:19])[C:13]2[CH:18]=[CH:17][CH:16]=[CH:15][CH:14]=2)[S:5][C:6]=1[C:7]([O:9]C)=[O:8].O.[OH-].[Li+].Cl. The catalyst is O1CCCC1.O. The product is [NH2:1][C:2]1[N:3]=[C:4]([NH:11][C:12](=[O:19])[C:13]2[CH:14]=[CH:15][CH:16]=[CH:17][CH:18]=2)[S:5][C:6]=1[C:7]([OH:9])=[O:8]. The yield is 0.880.